This data is from Catalyst prediction with 721,799 reactions and 888 catalyst types from USPTO. The task is: Predict which catalyst facilitates the given reaction. (1) Reactant: [CH3:1][O:2][C:3]1[CH:4]=[C:5]([CH:8]=[CH:9][C:10]=1[CH3:11])[CH:6]=O.C(O[C:15](=[O:19])[CH2:16][C:17]#[N:18])C.[CH:20]1([NH:23][C:24]([NH2:26])=[NH:25])[CH2:22][CH2:21]1.Cl.C(=O)([O-])[O-].[K+].[K+]. Product: [C:17]([C:16]1[C:15](=[O:19])[NH:26][C:24]([NH:23][CH:20]2[CH2:22][CH2:21]2)=[N:25][C:6]=1[C:5]1[CH:8]=[CH:9][C:10]([CH3:11])=[C:3]([O:2][CH3:1])[CH:4]=1)#[N:18]. The catalyst class is: 8. (2) Reactant: [F:1][C:2]1[CH:3]=[C:4]([CH:8]=[CH:9][C:10]=1[C:11]1[O:15][CH:14]=[N:13][CH:12]=1)[C:5]([OH:7])=O.C(OC([N:23]1[CH2:28][CH2:27][CH:26]([NH:29][CH:30]2[CH2:32][CH2:31]2)[CH2:25][CH2:24]1)=O)(C)(C)C.FC(F)(F)C(O)=O. Product: [CH:30]1([N:29]([CH:26]2[CH2:27][CH2:28][NH:23][CH2:24][CH2:25]2)[C:5](=[O:7])[C:4]2[CH:8]=[CH:9][C:10]([C:11]3[O:15][CH:14]=[N:13][CH:12]=3)=[C:2]([F:1])[CH:3]=2)[CH2:32][CH2:31]1. The catalyst class is: 4. (3) Reactant: [CH3:1][C:2]1[O:6][N:5]=[C:4]([CH2:7][N:8]2[C:13]3[CH:14]=[C:15]([C:17]4[CH:22]=[CH:21][CH:20]=[CH:19][CH:18]=4)[S:16][C:12]=3[C:11](=[O:23])[N:10]([CH:24]3[CH2:29][CH2:28][N:27](C(OC(C)(C)C)=O)[CH2:26][CH2:25]3)[C:9]2=[O:37])[CH:3]=1.[ClH:38]. Product: [ClH:38].[CH3:1][C:2]1[O:6][N:5]=[C:4]([CH2:7][N:8]2[C:13]3[CH:14]=[C:15]([C:17]4[CH:18]=[CH:19][CH:20]=[CH:21][CH:22]=4)[S:16][C:12]=3[C:11](=[O:23])[N:10]([CH:24]3[CH2:29][CH2:28][NH:27][CH2:26][CH2:25]3)[C:9]2=[O:37])[CH:3]=1. The catalyst class is: 135. (4) Reactant: Br[C:2]1[CH:3]=[C:4]2[C:8](=[CH:9][CH:10]=1)[NH:7][N:6]=[C:5]2[CH2:11][CH3:12].C([Li])(C)(C)C.CN(C)[CH:20]=[O:21]. Product: [CH2:11]([C:5]1[C:4]2[C:8](=[CH:9][CH:10]=[C:2]([CH:20]=[O:21])[CH:3]=2)[NH:7][N:6]=1)[CH3:12]. The catalyst class is: 1. (5) Reactant: [N+:1]([C:4]1[C:5](C#N)=[N:6][CH:7]=[C:8]([C:10]([F:13])([F:12])[F:11])[CH:9]=1)([O-])=O.C[CH2:17][O:18][C:19]([CH3:21])=[O:20]. Product: [CH3:5][CH2:4][CH2:9][CH:8]([CH3:10])[CH3:7].[CH3:17][O:18][C:19]([C:21]1[C:4]([NH2:1])=[CH:9][C:8]([C:10]([F:13])([F:12])[F:11])=[CH:7][N:6]=1)=[O:20]. The catalyst class is: 45. (6) Reactant: [H-].[Al+3].[Li+].[H-].[H-].[H-].[Cl:7][C:8]1[CH:9]=[CH:10][C:11]([O:24][CH2:25][C:26]2[CH:31]=[CH:30][CH:29]=[CH:28][CH:27]=2)=[C:12]([CH2:14][N:15]2[C:19]([CH3:20])=[CH:18][C:17]([NH:21][CH:22]=O)=[N:16]2)[CH:13]=1. Product: [Cl:7][C:8]1[CH:9]=[CH:10][C:11]([O:24][CH2:25][C:26]2[CH:27]=[CH:28][CH:29]=[CH:30][CH:31]=2)=[C:12]([CH2:14][N:15]2[C:19]([CH3:20])=[CH:18][C:17]([NH:21][CH3:22])=[N:16]2)[CH:13]=1. The catalyst class is: 7.